Dataset: Forward reaction prediction with 1.9M reactions from USPTO patents (1976-2016). Task: Predict the product of the given reaction. (1) Given the reactants Cl[CH2:2][Si:3]([O:8][CH3:9])([O:6][CH3:7])[O:4][CH3:5].[CH:10]1([NH2:16])[CH2:15][CH2:14][CH2:13][CH2:12][CH2:11]1, predict the reaction product. The product is: [CH:10]1([NH:16][CH2:2][Si:3]([O:8][CH3:9])([O:6][CH3:7])[O:4][CH3:5])[CH2:15][CH2:14][CH2:13][CH2:12][CH2:11]1. (2) Given the reactants [CH2:1]1[C:10]2[C:5](=[CH:6][CH:7]=[CH:8][CH:9]=2)[CH2:4][CH2:3][N:2]1[CH2:11][CH:12]([OH:38])[CH2:13][O:14][C:15]1[CH:20]=[CH:19][CH:18]=[C:17]([C:21]2[C:29]3[N:28]=[CH:27][N:26](COCC[Si](C)(C)C)[C:25]=3[CH:24]=[CH:23][CH:22]=2)[CH:16]=1.C([O-])(O)=O.[Na+], predict the reaction product. The product is: [NH:26]1[C:25]2[CH:24]=[CH:23][CH:22]=[C:21]([C:17]3[CH:16]=[C:15]([CH:20]=[CH:19][CH:18]=3)[O:14][CH2:13][CH:12]([OH:38])[CH2:11][N:2]3[CH2:3][CH2:4][C:5]4[C:10](=[CH:9][CH:8]=[CH:7][CH:6]=4)[CH2:1]3)[C:29]=2[N:28]=[CH:27]1. (3) Given the reactants O1[C:5]2([CH2:10][CH2:9][CH:8]([CH2:11][C:12]([O:14][CH2:15][CH3:16])=[O:13])[CH2:7][CH2:6]2)[O:4]CC1.Cl.C([O-])(O)=O.[Na+], predict the reaction product. The product is: [O:4]=[C:5]1[CH2:10][CH2:9][CH:8]([CH2:11][C:12]([O:14][CH2:15][CH3:16])=[O:13])[CH2:7][CH2:6]1. (4) Given the reactants Cl[C:2]1[N:3]=[C:4]([N:25]2[CH2:30][CH2:29][O:28][CH2:27][CH2:26]2)[C:5]2[N:11]=[C:10]([CH2:12][N:13]3[CH2:18][CH2:17][N:16]([C:19]([CH3:24])([CH3:23])[C:20]([NH2:22])=[O:21])[CH2:15][CH2:14]3)[CH:9]=[CH:8][C:6]=2[N:7]=1.[NH2:31][C:32]1[CH:37]=[CH:36][C:35](B(O)O)=[CH:34][N:33]=1, predict the reaction product. The product is: [NH2:31][C:32]1[N:33]=[CH:34][C:35]([C:2]2[N:3]=[C:4]([N:25]3[CH2:30][CH2:29][O:28][CH2:27][CH2:26]3)[C:5]3[N:11]=[C:10]([CH2:12][N:13]4[CH2:18][CH2:17][N:16]([C:19]([CH3:24])([CH3:23])[C:20]([NH2:22])=[O:21])[CH2:15][CH2:14]4)[CH:9]=[CH:8][C:6]=3[N:7]=2)=[CH:36][CH:37]=1.